Predict the product of the given reaction. From a dataset of Forward reaction prediction with 1.9M reactions from USPTO patents (1976-2016). (1) Given the reactants [F:1][C:2]1[CH:7]=[C:6]([F:8])[CH:5]=[CH:4][C:3]=1[C:9](=O)[CH2:10][C:11]1[CH:12]=[CH:13][C:14]2[N:15]([C:17]([CH:20]([CH3:22])[CH3:21])=[N:18][N:19]=2)[N:16]=1.[Br-].[Br-].[Br-].[NH+]1C=CC=CC=1.[NH+]1C=CC=CC=1.[NH+]1C=CC=CC=1.C(Cl)Cl.[C:48]([CH:51]1[CH2:56][CH2:55][N:54](C(OC(C)(C)C)=O)[CH2:53][CH2:52]1)(=[S:50])[NH2:49], predict the reaction product. The product is: [F:1][C:2]1[CH:7]=[C:6]([F:8])[CH:5]=[CH:4][C:3]=1[C:9]1[N:49]=[C:48]([CH:51]2[CH2:56][CH2:55][NH:54][CH2:53][CH2:52]2)[S:50][C:10]=1[C:11]1[CH:12]=[CH:13][C:14]2[N:15]([C:17]([CH:20]([CH3:22])[CH3:21])=[N:18][N:19]=2)[N:16]=1. (2) Given the reactants [CH3:1][N:2]1[CH2:24][CH2:23][C:5]2[N:6]([CH2:14][CH:15]([C:17]3[CH:22]=[CH:21][N:20]=[CH:19][CH:18]=3)[OH:16])[C:7]3[CH:8]=[CH:9][C:10]([CH3:13])=[CH:11][C:12]=3[C:4]=2[CH2:3]1.ClC(Cl)(Cl)[C:27]([N:29]=C=O)=[O:28].C(=O)([O-])[O-].[K+].[K+], predict the reaction product. The product is: [C:27](=[O:28])([O:16][CH:15]([C:17]1[CH:18]=[CH:19][N:20]=[CH:21][CH:22]=1)[CH2:14][N:6]1[C:7]2[CH:8]=[CH:9][C:10]([CH3:13])=[CH:11][C:12]=2[C:4]2[CH2:3][N:2]([CH3:1])[CH2:24][CH2:23][C:5]1=2)[NH2:29]. (3) Given the reactants [CH3:1][C:2]1[O:3][C:4]2[CH:10]=[C:9]([C:11]([OH:13])=O)[CH:8]=[C:7]([O:14][CH2:15][C:16]3[CH:21]=[CH:20][CH:19]=[CH:18][C:17]=3[F:22])[C:5]=2[CH:6]=1.N[C:24]1[CH:29]=[CH:28][C:27]([C:30]([O:32][CH3:33])=[O:31])=[CH:26][N:25]=1.P(Cl)(Cl)(Cl)=O.O.N1C=CC=C[CH:41]=1, predict the reaction product. The product is: [CH3:1][C:2]1[O:3][C:4]2[CH:10]=[C:9]([C:11](=[O:13])[NH:25][C:24]3[CH:41]=[CH:26][C:27]([C:30]([O:32][CH3:33])=[O:31])=[CH:28][CH:29]=3)[CH:8]=[C:7]([O:14][CH2:15][C:16]3[CH:21]=[CH:20][CH:19]=[CH:18][C:17]=3[F:22])[C:5]=2[CH:6]=1. (4) Given the reactants [F:1][C:2]1[CH:3]=[C:4]([CH2:9][O:10]COC)[C:5]([CH3:8])=[N:6][CH:7]=1.O.[OH-].[Na+].C(=O)([O-])O.[Na+], predict the reaction product. The product is: [F:1][C:2]1[CH:3]=[C:4]([CH2:9][OH:10])[C:5]([CH3:8])=[N:6][CH:7]=1. (5) Given the reactants [Cl:1][C:2]1[CH:7]=[CH:6][C:5]([Cl:8])=[CH:4][C:3]=1[C:9]1[N:10]=[C:11]2[CH:16]=[CH:15][CH:14]=[CH:13][N:12]2[C:17]=1[C:18]1[N:22]([C:23]2[CH:33]=[CH:32][C:26]([C:27]([O:29]CC)=[O:28])=[CH:25][CH:24]=2)[CH:21]=[N:20][N:19]=1.[Li+].[OH-], predict the reaction product. The product is: [Cl:1][C:2]1[CH:7]=[CH:6][C:5]([Cl:8])=[CH:4][C:3]=1[C:9]1[N:10]=[C:11]2[CH:16]=[CH:15][CH:14]=[CH:13][N:12]2[C:17]=1[C:18]1[N:22]([C:23]2[CH:24]=[CH:25][C:26]([C:27]([OH:29])=[O:28])=[CH:32][CH:33]=2)[CH:21]=[N:20][N:19]=1. (6) The product is: [NH2:2][CH2:1][CH:3]([CH2:8][CH2:9][C:10]([F:33])([F:34])[C:11]([F:31])([F:32])[C:12]([F:29])([F:30])[C:13]([F:27])([F:28])[C:14]([F:25])([F:26])[C:15]([F:23])([F:24])[C:16]([F:21])([F:22])[C:17]([F:20])([F:18])[F:19])[C:4]([O:6][CH3:7])=[O:5]. Given the reactants [C:1]([CH:3]([CH2:8][CH2:9][C:10]([F:34])([F:33])[C:11]([F:32])([F:31])[C:12]([F:30])([F:29])[C:13]([F:28])([F:27])[C:14]([F:26])([F:25])[C:15]([F:24])([F:23])[C:16]([F:22])([F:21])[C:17]([F:20])([F:19])[F:18])[C:4]([O:6][CH3:7])=[O:5])#[N:2].N, predict the reaction product. (7) Given the reactants [O:1]1[C:5]2[CH:6]=[CH:7][C:8]([CH:10]([C:26]3[C:34]4[C:29](=[CH:30][C:31](/[CH:35]=[CH:36]/[C:37]([OH:39])=[O:38])=[CH:32][CH:33]=4)[N:28]([CH3:40])[CH:27]=3)[C:11]([NH:13][S:14]([C:17]3[CH:22]=[CH:21][C:20]([CH:23]([CH3:25])[CH3:24])=[CH:19][CH:18]=3)(=[O:16])=[O:15])=[O:12])=[CH:9][C:4]=2[O:3][CH2:2]1.C([O-])=O.[NH4+].O1CCCC1, predict the reaction product. The product is: [O:1]1[C:5]2[CH:6]=[CH:7][C:8]([CH:10]([C:26]3[C:34]4[C:29](=[CH:30][C:31]([CH2:35][CH2:36][C:37]([OH:39])=[O:38])=[CH:32][CH:33]=4)[N:28]([CH3:40])[CH:27]=3)[C:11]([NH:13][S:14]([C:17]3[CH:18]=[CH:19][C:20]([CH:23]([CH3:25])[CH3:24])=[CH:21][CH:22]=3)(=[O:15])=[O:16])=[O:12])=[CH:9][C:4]=2[O:3][CH2:2]1. (8) Given the reactants Br[C:2]1[CH:3]=[C:4]2[C:8](=[CH:9][CH:10]=1)[C:7](=[O:11])[N:6]([CH2:12][C:13]([F:16])([F:15])[F:14])[CH2:5]2.[CH3:17][C:18]1([CH3:34])[C:22]([CH3:24])([CH3:23])[O:21][B:20]([B:20]2[O:21][C:22]([CH3:24])([CH3:23])[C:18]([CH3:34])([CH3:17])[O:19]2)[O:19]1, predict the reaction product. The product is: [CH3:17][C:18]1([CH3:34])[C:22]([CH3:24])([CH3:23])[O:21][B:20]([C:2]2[CH:3]=[C:4]3[C:8](=[CH:9][CH:10]=2)[C:7](=[O:11])[N:6]([CH2:12][C:13]([F:16])([F:15])[F:14])[CH2:5]3)[O:19]1. (9) Given the reactants Br[CH2:2][C:3]1[CH:8]=[C:7]([C:9]([O:11]C)=[O:10])[CH:6]=[CH:5][C:4]=1[C:13]1[CH:18]=[C:17]([O:19][CH3:20])[CH:16]=[CH:15][C:14]=1[F:21].[CH3:22][C:23]([O-:26])([CH3:25])[CH3:24].[Na+].Cl, predict the reaction product. The product is: [CH3:22][C:23]([O:26][CH2:2][C:3]1[CH:8]=[C:7]([C:9]([OH:11])=[O:10])[CH:6]=[CH:5][C:4]=1[C:13]1[CH:18]=[C:17]([O:19][CH3:20])[CH:16]=[CH:15][C:14]=1[F:21])([CH3:25])[CH3:24]. (10) Given the reactants [C:1]([O:5][C:6](=[O:24])[CH2:7][CH2:8][C@H:9]([NH:13][C:14]([O:16][CH2:17][C:18]1[CH:23]=[CH:22][CH:21]=[CH:20][CH:19]=1)=[O:15])[C:10]([OH:12])=O)([CH3:4])([CH3:3])[CH3:2].[B-](F)(F)(F)F.CCOC(C(C#N)=NOC(N(C)C)=[N+](C)C)=O.[CH2:47]([O:49][C:50]([N:52]1[CH2:57][CH2:56][NH:55][CH2:54][CH2:53]1)=[O:51])[CH3:48], predict the reaction product. The product is: [CH2:47]([O:49][C:50]([N:52]1[CH2:53][CH2:54][N:55]([C:10](=[O:12])[C@@H:9]([NH:13][C:14]([O:16][CH2:17][C:18]2[CH:23]=[CH:22][CH:21]=[CH:20][CH:19]=2)=[O:15])[CH2:8][CH2:7][C:6]([O:5][C:1]([CH3:2])([CH3:3])[CH3:4])=[O:24])[CH2:56][CH2:57]1)=[O:51])[CH3:48].